From a dataset of Full USPTO retrosynthesis dataset with 1.9M reactions from patents (1976-2016). Predict the reactants needed to synthesize the given product. (1) Given the product [C:1]([O:4][CH2:5][C@@H:6]1[C@@H:11]([O:12][CH2:13][C:14]2[CH:15]=[CH:16][CH:17]=[CH:18][CH:19]=2)[C@H:10]([O:20][CH2:21][C:22]2[CH:23]=[CH:24][CH:25]=[CH:26][CH:27]=2)[C@@H:9]([O:28][CH2:29][C:30]2[CH:35]=[CH:34][CH:33]=[CH:32][CH:31]=2)[C@H:8]([C:36]2[CH:41]=[C:40]([CH2:42][C:43]3[CH:48]=[CH:47][C:46]([O:49][CH2:50][CH3:51])=[CH:45][CH:44]=3)[C:39]([Cl:52])=[CH:38][C:37]=2[O:53][CH2:73]/[CH:74]=[CH:75]\[CH2:76][OH:77])[O:7]1)(=[O:3])[CH3:2], predict the reactants needed to synthesize it. The reactants are: [C:1]([O:4][CH2:5][C@@H:6]1[C@@H:11]([O:12][CH2:13][C:14]2[CH:19]=[CH:18][CH:17]=[CH:16][CH:15]=2)[C@H:10]([O:20][CH2:21][C:22]2[CH:27]=[CH:26][CH:25]=[CH:24][CH:23]=2)[C@@H:9]([O:28][CH2:29][C:30]2[CH:35]=[CH:34][CH:33]=[CH:32][CH:31]=2)[C@H:8]([C:36]2[CH:41]=[C:40]([CH2:42][C:43]3[CH:48]=[CH:47][C:46]([O:49][CH2:50][CH3:51])=[CH:45][CH:44]=3)[C:39]([Cl:52])=[CH:38][C:37]=2[OH:53])[O:7]1)(=[O:3])[CH3:2].C1(P(C2C=CC=CC=2)C2C=CC=CC=2)C=CC=CC=1.[CH2:73](O)/[CH:74]=[CH:75]\[CH2:76][OH:77].N(C(OC(C)C)=O)=NC(OC(C)C)=O. (2) Given the product [C:1]1([CH3:11])[CH:6]=[CH:5][C:4]([S:7]([NH:12][C@H:13]([C:15]([OH:17])=[O:16])[CH3:14])(=[O:9])=[O:8])=[CH:3][CH:2]=1, predict the reactants needed to synthesize it. The reactants are: [C:1]1([CH3:11])[CH:6]=[CH:5][C:4]([S:7](Cl)(=[O:9])=[O:8])=[CH:3][CH:2]=1.[NH2:12][C@H:13]([C:15]([OH:17])=[O:16])[CH3:14].